From a dataset of Full USPTO retrosynthesis dataset with 1.9M reactions from patents (1976-2016). Predict the reactants needed to synthesize the given product. (1) Given the product [OH:7][C:6]1[C:34]([C:36]([NH:27][C:18]([CH3:20])([C:21]2[CH:26]=[CH:25][CH:24]=[CH:23][CH:22]=2)[CH3:19])=[O:37])=[CH:33][N:30]=[C:12]([N:11]2[CH:10]=[CH:9][CH:13]=[N:14]2)[N:8]=1, predict the reactants needed to synthesize it. The reactants are: C1N=CN([C:6]([N:8]2[CH:12]=[N:11][CH:10]=[CH:9]2)=[O:7])C=1.[CH3:13][N:14](C=O)C.[C:18]([NH2:27])([C:21]1[CH:26]=[CH:25][CH:24]=[CH:23][CH:22]=1)([CH3:20])[CH3:19].CC[N:30]([CH2:33][CH3:34])CC.C[CH2:36][OH:37]. (2) Given the product [C:20]([OH:22])(=[O:21])[CH2:19][OH:18].[C:5]([OH:11])(=[O:10])[CH2:6][CH2:7][CH2:8][CH3:9], predict the reactants needed to synthesize it. The reactants are: [C]=O.C=O.[C:5]([OH:11])(=[O:10])[CH2:6][CH2:7][CH2:8][CH3:9].C([O:18][CH2:19][C:20]([OH:22])=[O:21])(=O)CCCC. (3) Given the product [F:36][C:33]([F:34])([F:35])[C:23]1[CH:22]=[C:21]([O:20][CH2:19][C:14]2[CH:15]=[C:16]3[C:11](=[CH:12][CH:13]=2)[CH2:10][N:9]([CH2:8][CH2:7][C:6]([OH:37])=[O:5])[CH2:18][CH2:17]3)[CH:26]=[CH:25][C:24]=1[C:27]1[CH:28]=[CH:29][CH:30]=[CH:31][CH:32]=1, predict the reactants needed to synthesize it. The reactants are: C([O:5][C:6](=[O:37])[CH2:7][CH2:8][N:9]1[CH2:18][CH2:17][C:16]2[C:11](=[CH:12][CH:13]=[C:14]([CH2:19][O:20][C:21]3[CH:26]=[CH:25][C:24]([C:27]4[CH:32]=[CH:31][CH:30]=[CH:29][CH:28]=4)=[C:23]([C:33]([F:36])([F:35])[F:34])[CH:22]=3)[CH:15]=2)[CH2:10]1)(C)(C)C.C(O)(C(F)(F)F)=O. (4) Given the product [Cl:1][C:2]1[CH:3]=[CH:4][C:5]([C:28]([F:29])([F:30])[F:31])=[C:6]([CH:27]=1)[CH2:7][N:8]1[CH2:13][CH2:12][NH:11][C:10]2[N:14]=[CH:15][C:16]([C:18]3[CH:26]=[CH:25][C:21]([C:22]([NH:32][CH2:33][CH:34]4[CH2:38][CH2:37][CH2:36][O:35]4)=[O:23])=[CH:20][CH:19]=3)=[CH:17][C:9]1=2, predict the reactants needed to synthesize it. The reactants are: [Cl:1][C:2]1[CH:3]=[CH:4][C:5]([C:28]([F:31])([F:30])[F:29])=[C:6]([CH:27]=1)[CH2:7][N:8]1[CH2:13][CH2:12][NH:11][C:10]2[N:14]=[CH:15][C:16]([C:18]3[CH:26]=[CH:25][C:21]([C:22](O)=[O:23])=[CH:20][CH:19]=3)=[CH:17][C:9]1=2.[NH2:32][CH2:33][CH:34]1[CH2:38][CH2:37][CH2:36][O:35]1. (5) Given the product [Cl:5][C:6]1[N:11]=[N:10][C:9]([C:12]([NH:28][CH2:27][CH2:26][C:20]2[C:19]3[C:23](=[CH:24][CH:25]=[C:17]([Cl:16])[CH:18]=3)[NH:22][CH:21]=2)=[O:14])=[CH:8][CH:7]=1, predict the reactants needed to synthesize it. The reactants are: S(Cl)(Cl)=O.[Cl:5][C:6]1[N:11]=[N:10][C:9]([C:12]([OH:14])=O)=[CH:8][CH:7]=1.Cl.[Cl:16][C:17]1[CH:18]=[C:19]2[C:23](=[CH:24][CH:25]=1)[NH:22][CH:21]=[C:20]2[CH2:26][CH2:27][NH2:28].C(N(C(C)C)C(C)C)C.